The task is: Predict the reactants needed to synthesize the given product.. This data is from Full USPTO retrosynthesis dataset with 1.9M reactions from patents (1976-2016). (1) Given the product [OH:2][C:3]1[CH:4]=[CH:5][C:6]([O:7][CH:8]2[CH2:11][N:10]([C:12]([CH3:31])([CH3:32])[CH2:13][CH2:14][C:15]([C:25]3[CH:26]=[CH:27][CH:28]=[CH:29][CH:30]=3)([C:19]3[CH:24]=[CH:23][CH:22]=[CH:21][CH:20]=3)[C:16]([NH2:18])=[O:17])[CH2:9]2)=[CH:33][CH:34]=1, predict the reactants needed to synthesize it. The reactants are: C[O:2][C:3]1[CH:34]=[CH:33][C:6]([O:7][CH:8]2[CH2:11][N:10]([C:12]([CH3:32])([CH3:31])[CH2:13][CH2:14][C:15]([C:25]3[CH:30]=[CH:29][CH:28]=[CH:27][CH:26]=3)([C:19]3[CH:24]=[CH:23][CH:22]=[CH:21][CH:20]=3)[C:16]([NH2:18])=[O:17])[CH2:9]2)=[CH:5][CH:4]=1.B(Br)(Br)Br. (2) Given the product [CH3:1][O:2][C:3](=[O:16])[C@@H:4]([NH:8][C:9]([O:11][C:12]([CH3:15])([CH3:14])[CH3:13])=[O:10])[C@H:5]([O:7][Si:21]([C:17]([CH3:20])([CH3:19])[CH3:18])([C:28]1[CH:29]=[CH:30][CH:31]=[CH:32][CH:33]=1)[C:22]1[CH:27]=[CH:26][CH:25]=[CH:24][CH:23]=1)[CH3:6], predict the reactants needed to synthesize it. The reactants are: [CH3:1][O:2][C:3](=[O:16])[C@@H:4]([NH:8][C:9]([O:11][C:12]([CH3:15])([CH3:14])[CH3:13])=[O:10])[C@H:5]([OH:7])[CH3:6].[C:17]([Si:21](Cl)([C:28]1[CH:33]=[CH:32][CH:31]=[CH:30][CH:29]=1)[C:22]1[CH:27]=[CH:26][CH:25]=[CH:24][CH:23]=1)([CH3:20])([CH3:19])[CH3:18].N1C=CN=C1. (3) Given the product [BrH:21].[N:12]1([C:9]2[CH:10]=[CH:11][C:6]3[C:2]4[N:1]([CH2:5][CH2:4][N:3]=4)[C:20]([NH2:19])=[N:18][C:7]=3[CH:8]=2)[CH2:13][CH2:14][O:15][CH2:16][CH2:17]1, predict the reactants needed to synthesize it. The reactants are: [NH:1]1[CH2:5][CH2:4][N:3]=[C:2]1[C:6]1[CH:11]=[CH:10][C:9]([N:12]2[CH2:17][CH2:16][O:15][CH2:14][CH2:13]2)=[CH:8][C:7]=1[NH2:18].[N:19]#[C:20][Br:21]. (4) Given the product [Cl:1][C:2]1[CH:3]=[CH:4][C:5]2[N+:10]([O-:11])=[N:9][C:8](=[O:12])[N:7]([CH2:61][CH2:62][N:63]3[CH2:68][CH2:67][CH:66]([NH:69][C:70](=[O:76])[O:71][C:72]([CH3:75])([CH3:74])[CH3:73])[CH2:65][CH2:64]3)[C:6]=2[CH:13]=1, predict the reactants needed to synthesize it. The reactants are: [Cl:1][C:2]1[CH:3]=[CH:4][C:5]2[N+:10]([O-:11])=[N:9][C:8](=[O:12])[NH:7][C:6]=2[CH:13]=1.[H-].[Na+].FC1C=C2C(C=CC(=O)N2CCN2CCC(NCC3C=CC4OCC(=O)NC=4N=3)CC2)=CC=1.COC1C=C2C(C=CC(=O)N2[CH2:61][CH2:62][N:63]2[CH2:68][CH2:67][CH:66]([NH:69][C:70](=[O:76])[O:71][C:72]([CH3:75])([CH3:74])[CH3:73])[CH2:65][CH2:64]2)=CC=1. (5) Given the product [CH2:7]([O:6][P:4](/[CH:9]=[CH:10]/[C:11]1[C:12]([O:22][CH2:23][C:24]2[CH:25]=[CH:26][C:27]([O:34][CH2:35][C:36]3[N:37]=[C:38]([C:42]4[O:43][CH:44]=[CH:45][CH:46]=4)[O:39][C:40]=3[CH3:41])=[C:28]([CH:33]=2)[C:29]([OH:31])=[O:30])=[N:13][N:14]([C:16]2[CH:21]=[CH:20][CH:19]=[CH:18][CH:17]=2)[CH:15]=1)([O:3][CH2:1][CH3:2])=[O:5])[CH3:8], predict the reactants needed to synthesize it. The reactants are: [CH2:1]([O:3][P:4](/[CH:9]=[CH:10]/[C:11]1[C:12]([O:22][CH2:23][C:24]2[CH:25]=[CH:26][C:27]([O:34][CH2:35][C:36]3[N:37]=[C:38]([C:42]4[O:43][CH:44]=[CH:45][CH:46]=4)[O:39][C:40]=3[CH3:41])=[C:28]([CH:33]=2)[C:29]([O:31]C)=[O:30])=[N:13][N:14]([C:16]2[CH:21]=[CH:20][CH:19]=[CH:18][CH:17]=2)[CH:15]=1)([O:6][CH2:7][CH3:8])=[O:5])[CH3:2].O1CCCC1.[OH-].[Na+].Cl. (6) The reactants are: [Br:1][C:2]1[CH:7]=[CH:6][C:5]([N:8]([CH2:12][C:13](=O)[CH3:14])[C:9](=O)C)=[C:4]([O:16][CH3:17])[CH:3]=1.C([O-])(=O)C.[NH4+:22].[OH-].[Na+]. Given the product [Br:1][C:2]1[CH:7]=[CH:6][C:5]([N:8]2[CH:12]=[C:13]([CH3:14])[N:22]=[CH:9]2)=[C:4]([O:16][CH3:17])[CH:3]=1, predict the reactants needed to synthesize it. (7) Given the product [F:26][C:27]1[CH:28]=[C:29]([CH:32]=[CH:33][CH:34]=1)[CH2:30][N:14]1[C:13]2[CH2:12][CH2:11][CH:10]([NH:18][C:19](=[O:23])[CH:20]([CH3:22])[CH3:21])[CH2:9][C:8]=2[C:7]2[C:15]1=[CH:16][CH:17]=[C:5]([C:3](=[O:4])[C:2]([F:1])([F:24])[F:25])[CH:6]=2, predict the reactants needed to synthesize it. The reactants are: [F:1][C:2]([F:25])([F:24])[C:3]([C:5]1[CH:6]=[C:7]2[C:15](=[CH:16][CH:17]=1)[NH:14][C:13]1[CH2:12][CH2:11][CH:10]([NH:18][C:19](=[O:23])[CH:20]([CH3:22])[CH3:21])[CH2:9][C:8]2=1)=[O:4].[F:26][C:27]1[CH:28]=[C:29]([CH:32]=[CH:33][CH:34]=1)[CH2:30]Br.C([O-])([O-])=O.[Cs+].[Cs+]. (8) Given the product [CH3:1][O:2][C:3](=[O:23])[CH2:4][C:5]1[C:14]([CH3:15])=[C:13]([CH:16]2[CH2:17][CH2:18][N:19]([C:33](=[O:34])[NH:32][C:26]3[CH:27]=[CH:28][C:29]([Cl:31])=[CH:30][C:25]=3[Cl:24])[CH2:20][CH2:21]2)[C:12]2[C:7](=[CH:8][CH:9]=[C:10]([F:22])[CH:11]=2)[CH:6]=1, predict the reactants needed to synthesize it. The reactants are: [CH3:1][O:2][C:3](=[O:23])[CH2:4][C:5]1[C:14]([CH3:15])=[C:13]([CH:16]2[CH2:21][CH2:20][NH:19][CH2:18][CH2:17]2)[C:12]2[C:7](=[CH:8][CH:9]=[C:10]([F:22])[CH:11]=2)[CH:6]=1.[Cl:24][C:25]1[CH:30]=[C:29]([Cl:31])[CH:28]=[CH:27][C:26]=1[N:32]=[C:33]=[O:34].